This data is from Reaction yield outcomes from USPTO patents with 853,638 reactions. The task is: Predict the reaction yield, written as a fraction of the theoretical maximum amount of product (1.0 means a 100% yield; for example, 0.34 means a 34% yield). (1) The reactants are [Cl:1][C:2]1[CH:3]=[C:4]([CH:15]=[C:16]([Cl:18])[CH:17]=1)[N:5]=[CH:6][C:7]1[CH:12]=[C:11]([Br:13])[CH:10]=[CH:9][C:8]=1[OH:14].[BH4-].[Na+].CC(C)=O.O. The catalyst is O1CCCC1.C(O)C. The product is [Br:13][C:11]1[CH:10]=[CH:9][C:8]([OH:14])=[C:7]([CH2:6][NH:5][C:4]2[CH:15]=[C:16]([Cl:18])[CH:17]=[C:2]([Cl:1])[CH:3]=2)[CH:12]=1. The yield is 0.933. (2) The reactants are N1CCCCC1.C1C2C(COC(=O)[NH:23][C@H:24]([C:45]([OH:47])=[O:46])[CH2:25][CH2:26][CH2:27][CH2:28][N:29]([CH2:38][C:39]3[N:40]([CH3:44])[CH:41]=[CH:42][N:43]=3)[CH2:30][C:31](=[O:37])[O:32][C:33]([CH3:36])([CH3:35])[CH3:34])C3C(=CC=CC=3)C=2C=CC=1. The catalyst is CN(C=O)C. The product is [NH2:23][C@@H:24]([CH2:25][CH2:26][CH2:27][CH2:28][N:29]([CH2:30][C:31]([O:32][C:33]([CH3:36])([CH3:35])[CH3:34])=[O:37])[CH2:38][C:39]1[N:40]([CH3:44])[CH:41]=[CH:42][N:43]=1)[C:45]([OH:47])=[O:46]. The yield is 1.00. (3) The product is [F:21][C:22]1[C:23]([CH:24]([OH:25])[CH2:1][C:2]2[CH:3]=[N:4][CH:5]=[CH:6][C:7]=2[NH:8][C:9](=[O:15])[O:10][C:11]([CH3:12])([CH3:14])[CH3:13])=[CH:26][CH:27]=[CH:28][N:29]=1. The yield is 0.340. The catalyst is C1COCC1. The reactants are [CH3:1][C:2]1[CH:3]=[N:4][CH:5]=[CH:6][C:7]=1[NH:8][C:9](=[O:15])[O:10][C:11]([CH3:14])([CH3:13])[CH3:12].C([Li])CCC.[F:21][C:22]1[N:29]=[CH:28][CH:27]=[CH:26][C:23]=1[CH:24]=[O:25]. (4) The product is [Br:1][C:2]1[CH:3]=[CH:4][C:5]([C@@H:8]([N:10]([C:11]([O:12][C:13]([CH3:15])([CH3:14])[CH3:16])=[O:17])[CH2:18][CH2:19][C:20]([C:22]2[CH:23]=[CH:24][C:25]([F:28])=[CH:26][CH:27]=2)([OH:21])[CH2:32][C:33]([O:35][CH2:36][CH3:37])=[O:34])[CH3:9])=[CH:6][CH:7]=1. The yield is 0.310. The catalyst is C1COCC1.[Zn]. The reactants are [Br:1][C:2]1[CH:7]=[CH:6][C:5]([C@@H:8]([N:10]([CH2:18][CH2:19][C:20]([C:22]2[CH:27]=[CH:26][C:25]([F:28])=[CH:24][CH:23]=2)=[O:21])[C:11](=[O:17])[O:12][C:13]([CH3:16])([CH3:15])[CH3:14])[CH3:9])=[CH:4][CH:3]=1.II.Br[CH2:32][C:33]([O:35][CH2:36][CH3:37])=[O:34]. (5) The reactants are C[Si](C)(C)CCOC[N:7]1[C:11]2[N:12]=[CH:13][N:14]=[C:15]([C:16]3[CH:17]=[N:18][N:19]([CH:21]4[CH2:26][CH2:25][CH2:24][CH:23]([CH2:27][C:28]#[N:29])[CH2:22]4)[CH:20]=3)[C:10]=2[CH:9]=[CH:8]1.[C:32]([OH:38])([C:34]([F:37])([F:36])[F:35])=[O:33].C(N)CN. The catalyst is C(Cl)Cl. The product is [F:35][C:34]([F:37])([F:36])[C:32]([OH:38])=[O:33].[N:12]1[C:11]2[NH:7][CH:8]=[CH:9][C:10]=2[C:15]([C:16]2[CH:17]=[N:18][N:19]([CH:21]3[CH2:26][CH2:25][CH2:24][CH:23]([CH2:27][C:28]#[N:29])[CH2:22]3)[CH:20]=2)=[N:14][CH:13]=1. The yield is 0.830. (6) The reactants are C([Li])(C)(C)C.CCCCC.Br[C:12]1[CH:13]=[C:14]2[C:18](=[CH:19][CH:20]=1)[NH:17][N:16]=[C:15]2[CH3:21].CN([CH:25]=[O:26])C. The catalyst is C1COCC1.C(OCC)(=O)C.O. The product is [CH3:21][C:15]1[C:14]2[C:18](=[CH:19][CH:20]=[C:12]([CH:25]=[O:26])[CH:13]=2)[NH:17][N:16]=1. The yield is 0.700.